This data is from Forward reaction prediction with 1.9M reactions from USPTO patents (1976-2016). The task is: Predict the product of the given reaction. (1) Given the reactants C([Li])CCC.[Cl:6][C:7]1[CH:8]=[C:9]2[C:13](=[CH:14][C:15]=1[F:16])[NH:12][CH:11]=[CH:10]2.[C:17](=[O:19])=[O:18].O, predict the reaction product. The product is: [Cl:6][C:7]1[CH:8]=[C:9]2[C:13](=[C:14]([C:17]([OH:19])=[O:18])[C:15]=1[F:16])[NH:12][CH:11]=[CH:10]2. (2) Given the reactants [CH2:1]([N:8]1[C:16]2[C:15](=[O:17])[NH:14][C:13](=[O:18])[NH:12][C:11]=2[N:10]=[CH:9]1)[C:2]1[CH:7]=[CH:6][CH:5]=[CH:4][CH:3]=1.[C:19](=[O:22])([O-])[O-].[K+].[K+].[C:25]([O:31][CH2:32]Cl)(=[O:30])[C:26]([CH3:29])([CH3:28])[CH3:27].CN(C)[CH:36]=[O:37], predict the reaction product. The product is: [CH2:1]([N:8]1[C:16]2[C:15](=[O:17])[N:14]([CH2:32][O:31][C:25](=[O:30])[C:26]([CH3:29])([CH3:28])[CH3:27])[C:13](=[O:18])[N:12]([CH2:19][O:22][C:36](=[O:37])[C:2]([CH3:7])([CH3:3])[CH3:1])[C:11]=2[N:10]=[CH:9]1)[C:2]1[CH:7]=[CH:6][CH:5]=[CH:4][CH:3]=1. (3) Given the reactants C(O)(C(F)(F)F)=O.C([O:12][C:13]([CH:15]1[CH2:18][N:17]([C:19]2[C:29]([C:30]#[N:31])=[CH:28][C:22]([C:23]([O:25][CH2:26][CH3:27])=[O:24])=[C:21]([O:32][CH3:33])[N:20]=2)[CH2:16]1)=[O:14])(C)(C)C, predict the reaction product. The product is: [C:30]([C:29]1[C:19]([N:17]2[CH2:16][CH:15]([C:13]([OH:14])=[O:12])[CH2:18]2)=[N:20][C:21]([O:32][CH3:33])=[C:22]([C:23]([O:25][CH2:26][CH3:27])=[O:24])[CH:28]=1)#[N:31]. (4) Given the reactants [C:1]([C:3]1[CH:4]=[C:5]([C:13]2[S:14][C:15]([C:18]3[CH:26]=[CH:25][CH:24]=[C:23]4[C:19]=3[CH2:20][CH2:21][C@H:22]4[NH:27][S:28]([CH:31]=[CH2:32])(=[O:30])=[O:29])=[CH:16][N:17]=2)[CH:6]=[CH:7][C:8]=1[O:9][CH:10]([CH3:12])[CH3:11])#[N:2].Cl.[NH:34]1[CH2:39][CH2:38][CH2:37][C@@H:36]([OH:40])[CH2:35]1, predict the reaction product. The product is: [C:1]([C:3]1[CH:4]=[C:5]([C:13]2[S:14][C:15]([C:18]3[CH:26]=[CH:25][CH:24]=[C:23]4[C:19]=3[CH2:20][CH2:21][C@H:22]4[NH:27][S:28]([CH2:31][CH2:32][N:34]3[CH2:39][CH2:38][CH2:37][C@@H:36]([OH:40])[CH2:35]3)(=[O:30])=[O:29])=[CH:16][N:17]=2)[CH:6]=[CH:7][C:8]=1[O:9][CH:10]([CH3:12])[CH3:11])#[N:2]. (5) Given the reactants Cl[C:2]1[N:7]=[CH:6][C:5]([C:8]2[O:12][C:11]([C:13]([N:15]3[CH2:20][CH2:19][O:18][CH2:17][CH2:16]3)=[O:14])=[N:10][N:9]=2)=[C:4]([NH:21][CH:22]([CH3:24])[CH3:23])[CH:3]=1.[NH2:25][C:26]1[CH:34]=[CH:33][C:29]2[N:30]=[CH:31][S:32][C:28]=2[CH:27]=1.CC1(C)C2C(=C(P(C3C=CC=CC=3)C3C=CC=CC=3)C=CC=2)OC2C(P(C3C=CC=CC=3)C3C=CC=CC=3)=CC=CC1=2.C([O-])([O-])=O.[Na+].[Na+], predict the reaction product. The product is: [S:32]1[C:28]2[CH:27]=[C:26]([NH:25][C:2]3[N:7]=[CH:6][C:5]([C:8]4[O:12][C:11]([C:13]([N:15]5[CH2:20][CH2:19][O:18][CH2:17][CH2:16]5)=[O:14])=[N:10][N:9]=4)=[C:4]([NH:21][CH:22]([CH3:24])[CH3:23])[CH:3]=3)[CH:34]=[CH:33][C:29]=2[N:30]=[CH:31]1. (6) Given the reactants Br[C:2]1[C:11]2[C:6](=[CH:7][C:8]([OH:13])=[C:9]([F:12])[CH:10]=2)[CH:5]=[C:4]([NH:14][C:15]2[CH:19]=[C:18]([CH3:20])[NH:17][N:16]=2)[N:3]=1, predict the reaction product. The product is: [F:12][C:9]1[CH:10]=[C:11]2[C:6]([CH:5]=[C:4]([NH:14][C:15]3[CH:19]=[C:18]([CH3:20])[NH:17][N:16]=3)[N:3]=[C:2]2[O:13][CH:8]([CH3:9])[CH3:7])=[CH:7][C:8]=1[OH:13]. (7) Given the reactants Br[C:2]1[CH:7]=[CH:6][C:5]([C:8]([N:10]2[CH2:15][CH2:14][N:13]([C:16]3[C:21]([CH3:22])=[CH:20][C:19]([CH:23]4[CH2:25][CH2:24]4)=[CH:18][N:17]=3)[CH2:12][CH2:11]2)=[O:9])=[C:4]([F:26])[CH:3]=1.[CH3:27][C:28]1([CH3:34])[O:32][C:31](=[O:33])[NH:30][CH2:29]1, predict the reaction product. The product is: [CH:23]1([C:19]2[CH:20]=[C:21]([CH3:22])[C:16]([N:13]3[CH2:14][CH2:15][N:10]([C:8]([C:5]4[CH:6]=[CH:7][C:2]([N:30]5[CH2:29][C:28]([CH3:34])([CH3:27])[O:32][C:31]5=[O:33])=[CH:3][C:4]=4[F:26])=[O:9])[CH2:11][CH2:12]3)=[N:17][CH:18]=2)[CH2:25][CH2:24]1. (8) Given the reactants C([O-])([O-])=[O:2].[K+].[K+].BrCCC[CH2:11][CH2:12][CH2:13][CH2:14][CH2:15][CH2:16][CH2:17][CH2:18][CH3:19].Br[CH2:21][CH2:22][CH2:23][CH2:24][CH2:25][CH2:26][O:27][C:28]1[CH:41]=[CH:40][C:31]([C:32]([C:34]2[CH:39]=[CH:38][CH:37]=[CH:36][CH:35]=2)=[O:33])=[CH:30][CH:29]=1.[C:42]([OH:47])([CH2:45][CH3:46])([CH3:44])C, predict the reaction product. The product is: [C:13]([C:12]1[CH:46]=[CH:45][C:42]([O:47][CH2:21][CH2:22][CH2:23][CH2:24][CH2:25][CH2:26][O:27][C:28]2[CH:41]=[CH:40][C:31]([C:32](=[O:33])[C:34]3[CH:39]=[CH:38][CH:37]=[CH:36][CH:35]=3)=[CH:30][CH:29]=2)=[CH:44][CH:11]=1)(=[O:2])[C:14]1[CH:15]=[CH:16][CH:17]=[CH:18][CH:19]=1. (9) The product is: [CH2:1]([N:8]1[CH2:9][CH:10]([C:16]2[CH:21]=[CH:20][C:19]([F:22])=[CH:18][C:17]=2[CH3:23])[CH:11]([NH2:13])[CH2:12]1)[C:2]1[CH:7]=[CH:6][CH:5]=[CH:4][CH:3]=1. Given the reactants [CH2:1]([N:8]1[CH2:12][CH:11]([N+:13]([O-])=O)[CH:10]([C:16]2[CH:21]=[CH:20][C:19]([F:22])=[CH:18][C:17]=2[CH3:23])[CH2:9]1)[C:2]1[CH:7]=[CH:6][CH:5]=[CH:4][CH:3]=1.O.O.Cl[Sn]Cl.C([O-])(O)=O.[Na+], predict the reaction product.